From a dataset of Peptide-MHC class II binding affinity with 134,281 pairs from IEDB. Regression. Given a peptide amino acid sequence and an MHC pseudo amino acid sequence, predict their binding affinity value. This is MHC class II binding data. The peptide sequence is VPEKYTIGATYAPEE. The MHC is DRB4_0101 with pseudo-sequence DRB4_0103. The binding affinity (normalized) is 0.